From a dataset of Forward reaction prediction with 1.9M reactions from USPTO patents (1976-2016). Predict the product of the given reaction. (1) The product is: [CH2:7]([C:8]1[NH:11][C:12]2[C:13](=[O:34])[N:14]([CH2:31][CH2:32][CH3:33])[C:15](=[O:30])[N:16]([CH2:19][CH2:20][C:21]3[CH:26]=[CH:25][CH:24]=[C:23]([C:27]([OH:29])=[O:28])[CH:22]=3)[C:17]=2[N:18]=1)[C:1]1[CH:6]=[CH:5][CH:4]=[CH:3][CH:2]=1. Given the reactants [C:1]1([CH2:7][C:8](O)=O)[CH:6]=[CH:5][CH:4]=[CH:3][CH:2]=1.[NH2:11][C:12]1[C:13](=[O:34])[N:14]([CH2:31][CH2:32][CH3:33])[C:15](=[O:30])[N:16]([CH2:19][CH2:20][C:21]2[CH:26]=[CH:25][CH:24]=[C:23]([C:27]([OH:29])=[O:28])[CH:22]=2)[C:17]=1[NH2:18], predict the reaction product. (2) Given the reactants [CH3:1][C:2]1[N:7]=[C:6]([C:8]([N:10]2[C@H:16]([CH2:17][NH2:18])[CH2:15][C@@H:14]3[C@@H:12]([CH2:13]3)[CH2:11]2)=[O:9])[C:5]([C:19]2[N:24]=[CH:23][CH:22]=[CH:21][N:20]=2)=[CH:4][CH:3]=1.C(=O)([O-])[O-].[K+].[K+].F[C:32]1[C:37]([F:38])=[CH:36][C:35]([C:39]([F:42])([F:41])[F:40])=[CH:34][N:33]=1, predict the reaction product. The product is: [F:38][C:37]1[C:32]([NH:18][CH2:17][C@@H:16]2[CH2:15][C@@H:14]3[C@@H:12]([CH2:13]3)[CH2:11][N:10]2[C:8]([C:6]2[C:5]([C:19]3[N:24]=[CH:23][CH:22]=[CH:21][N:20]=3)=[CH:4][CH:3]=[C:2]([CH3:1])[N:7]=2)=[O:9])=[N:33][CH:34]=[C:35]([C:39]([F:41])([F:40])[F:42])[CH:36]=1. (3) Given the reactants [CH3:1][O:2][C:3](=[O:14])[C:4]([CH3:13])([C:6]1[CH:11]=[CH:10][C:9]([CH3:12])=[CH:8][CH:7]=1)[CH3:5].[Br:15]N1C(=O)CCC1=O, predict the reaction product. The product is: [CH3:1][O:2][C:3](=[O:14])[C:4]([C:6]1[CH:7]=[CH:8][C:9]([CH2:12][Br:15])=[CH:10][CH:11]=1)([CH3:5])[CH3:13]. (4) Given the reactants [F:1][C:2]1[CH:3]=[C:4]2[C:8](=[CH:9][C:10]=1OS(C(F)(F)F)(=O)=O)[N:7]([S:19]([CH3:22])(=[O:21])=[O:20])[CH:6]=[CH:5]2.C1(C([PH2]=O)CCC2C=CC=CC=2)C=CC=CC=1.CN(C)[CH:42]=[O:43].[CH3:45][OH:46], predict the reaction product. The product is: [F:1][C:2]1[CH:3]=[C:4]2[C:8](=[CH:9][C:10]=1[C:45]([O:43][CH3:42])=[O:46])[N:7]([S:19]([CH3:22])(=[O:21])=[O:20])[CH:6]=[CH:5]2.